This data is from Forward reaction prediction with 1.9M reactions from USPTO patents (1976-2016). The task is: Predict the product of the given reaction. (1) Given the reactants [CH2:1]([O:8][C:9]([C:11]1([C:14]([OH:16])=O)[CH2:13][CH2:12]1)=[O:10])[C:2]1[CH:7]=[CH:6][CH:5]=[CH:4][CH:3]=1.CN1CCOCC1.S(Cl)(Cl)=O.[NH2:28][C:29]1[C:44]([F:45])=[CH:43][C:32]([O:33][C:34]2[CH:39]=[CH:38][N:37]=[C:36]([C:40]([NH2:42])=[O:41])[CH:35]=2)=[C:31]([F:46])[CH:30]=1, predict the reaction product. The product is: [NH2:42][C:40]([C:36]1[CH:35]=[C:34]([O:33][C:32]2[C:31]([F:46])=[CH:30][C:29]([NH:28][C:14]([C:11]3([C:9]([O:8][CH2:1][C:2]4[CH:3]=[CH:4][CH:5]=[CH:6][CH:7]=4)=[O:10])[CH2:12][CH2:13]3)=[O:16])=[C:44]([F:45])[CH:43]=2)[CH:39]=[CH:38][N:37]=1)=[O:41]. (2) Given the reactants C(O[BH-](OC(=O)C)OC(=O)C)(=O)C.[Na+].[F:15][C:16]1[CH:17]=[C:18]([CH:24]=[C:25]([S:27]([CH3:30])(=[O:29])=[O:28])[CH:26]=1)[O:19][CH2:20][C:21](=O)[CH3:22].[CH2:31]([NH2:34])[CH2:32][CH3:33].C(O)(=O)C, predict the reaction product. The product is: [F:15][C:16]1[CH:17]=[C:18]([CH:24]=[C:25]([S:27]([CH3:30])(=[O:29])=[O:28])[CH:26]=1)[O:19][CH2:20][CH:21]([NH:34][CH2:31][CH2:32][CH3:33])[CH3:22]. (3) The product is: [CH2:17]([O:16][C:14]([C@@H:13]1[CH2:19][CH2:20][CH2:21][N:11]([C:38]([C:34]2([C:31]3[CH:30]=[CH:29][C:28]([Cl:27])=[CH:33][CH:32]=3)[CH2:35][CH2:36][CH2:37]2)=[O:39])[CH2:12]1)=[O:15])[CH3:18]. Given the reactants C([C@@H]([C@H](C(O)=O)O)O)(O)=O.[NH:11]1[CH2:21][CH2:20][CH2:19][C@@H:13]([C:14]([O:16][CH2:17][CH3:18])=[O:15])[CH2:12]1.C(=O)(O)[O-].[Na+].[Cl:27][C:28]1[CH:33]=[CH:32][C:31]([C:34]2([C:38](Cl)=[O:39])[CH2:37][CH2:36][CH2:35]2)=[CH:30][CH:29]=1, predict the reaction product. (4) Given the reactants [NH:1]1[C:9]2[C:4](=[N:5][CH:6]=[CH:7][CH:8]=2)[C:3]([C:10]([OH:12])=O)=[CH:2]1.[O:13]1[CH2:18][CH2:17][CH:16]([NH2:19])[CH2:15][CH2:14]1.F[P-](F)(F)(F)(F)F.N1(O[P+](N(C)C)(N(C)C)N(C)C)C2C=CC=CC=2N=N1, predict the reaction product. The product is: [O:13]1[CH2:18][CH2:17][CH:16]([NH:19][C:10]([C:3]2[C:4]3=[N:5][CH:6]=[CH:7][CH:8]=[C:9]3[NH:1][CH:2]=2)=[O:12])[CH2:15][CH2:14]1. (5) Given the reactants Cl[C:2]1[C:11]2[C:6](=[CH:7][CH:8]=[CH:9][CH:10]=2)[N:5]=[C:4]([C:12]([O:14][CH2:15][CH3:16])=[O:13])[N:3]=1.[I-].[K+].CCN(C(C)C)C(C)C.[NH:28]1[CH:32]=[CH:31][C:30]([NH2:33])=[N:29]1, predict the reaction product. The product is: [NH:28]1[CH:32]=[CH:31][C:30]([NH:33][C:2]2[C:11]3[C:6](=[CH:7][CH:8]=[CH:9][CH:10]=3)[N:5]=[C:4]([C:12]([O:14][CH2:15][CH3:16])=[O:13])[N:3]=2)=[N:29]1. (6) Given the reactants [OH:1][C:2]1[CH:3]=[C:4]([CH:18]=[C:19]([O:21][CH2:22][C:23]2[CH:28]=[CH:27][CH:26]=[CH:25][C:24]=2[CH3:29])[CH:20]=1)[C:5]([NH:7][C:8]1[N:13]=[CH:12][C:11]([C:14]([O:16][CH3:17])=[O:15])=[CH:10][CH:9]=1)=[O:6].[I-].[K+].C(=O)([O-])[O-].[K+].[K+].Cl[CH2:39][C:40]1[CH:44]=[C:43]([CH3:45])[O:42][N:41]=1, predict the reaction product. The product is: [CH3:29][C:24]1[CH:25]=[CH:26][CH:27]=[CH:28][C:23]=1[CH2:22][O:21][C:19]1[CH:18]=[C:4]([CH:3]=[C:2]([O:1][CH2:39][C:40]2[CH:44]=[C:43]([CH3:45])[O:42][N:41]=2)[CH:20]=1)[C:5]([NH:7][C:8]1[N:13]=[CH:12][C:11]([C:14]([O:16][CH3:17])=[O:15])=[CH:10][CH:9]=1)=[O:6]. (7) Given the reactants N#N.[OH-:3].[K+].[CH:5]1[C:10]([OH:11])=[CH:9][CH:8]=[CH:7][C:6]=1[CH3:12].Cl[CH2:14][C:15]1[CH:20]=[CH:19][C:18]([C:21]2[CH:26]=[CH:25][C:24]([CH2:27]Cl)=[CH:23][CH:22]=2)=[CH:17][CH:16]=1, predict the reaction product. The product is: [CH3:12][C:6]1[CH:5]=[C:10]([CH:9]=[CH:8][CH:7]=1)[O:11][CH2:14][C:15]1[CH:20]=[CH:19][C:18]([C:21]2[CH:26]=[CH:25][C:24]([CH2:27][O:3][C:10]3[CH:9]=[CH:8][CH:7]=[C:6]([CH3:12])[CH:5]=3)=[CH:23][CH:22]=2)=[CH:17][CH:16]=1. (8) Given the reactants [CH3:1][C@H:2]([NH:7][C:8]([C:10]1[C:18]2[C:13](=[N:14][CH:15]=[C:16]([C:19]3[C:27]4[C:22](=[CH:23][CH:24]=[C:25]([Cl:28])[CH:26]=4)[N:21]([CH3:29])[N:20]=3)[N:17]=2)[N:12](COCC[Si](C)(C)C)[CH:11]=1)=[O:9])[C:3]([CH3:6])([CH3:5])[CH3:4].FC(F)(F)C(O)=O.C(N)CN, predict the reaction product. The product is: [CH3:1][C@H:2]([NH:7][C:8]([C:10]1[C:18]2[C:13](=[N:14][CH:15]=[C:16]([C:19]3[C:27]4[C:22](=[CH:23][CH:24]=[C:25]([Cl:28])[CH:26]=4)[N:21]([CH3:29])[N:20]=3)[N:17]=2)[NH:12][CH:11]=1)=[O:9])[C:3]([CH3:6])([CH3:5])[CH3:4]. (9) Given the reactants Br[C:2]1[CH:3]=[C:4]2[C:9](=[CH:10][CH:11]=1)[N:8]([C:12]1[CH:17]=[CH:16][C:15]([F:18])=[CH:14][CH:13]=1)[CH:7]=[C:6]([C:19]([O:21]CC)=[O:20])[C:5]2=[O:24].[OH-:25].[K+].C(P(C(C)(C)C)C1C=CC=CC=1C1C(C(C)C)=CC(C(C)C)=CC=1C(C)C)(C)(C)C.Cl, predict the reaction product. The product is: [F:18][C:15]1[CH:16]=[CH:17][C:12]([N:8]2[C:9]3[C:4](=[CH:3][C:2]([OH:25])=[CH:11][CH:10]=3)[C:5](=[O:24])[C:6]([C:19]([OH:21])=[O:20])=[CH:7]2)=[CH:13][CH:14]=1. (10) Given the reactants [C:1]([NH2:5])(C)(C)C.C=[O:7].O.[C:9]1([CH3:15])[CH:14]=[CH:13][CH:12]=[CH:11][CH:10]=1, predict the reaction product. The product is: [O:7]1[C:10]2[CH:11]=[CH:12][CH:13]=[CH:14][C:9]=2[CH:15]=[CH:1][NH:5]1.